From a dataset of Full USPTO retrosynthesis dataset with 1.9M reactions from patents (1976-2016). Predict the reactants needed to synthesize the given product. (1) The reactants are: [Cl:1][C:2]1[C:3]([F:31])=[C:4]([C@@H:8]2[C@:12]([C:15]3[C:20]([F:21])=[CH:19][C:18]([Cl:22])=[CH:17][N:16]=3)([C:13]#[N:14])[C@H:11]([CH2:23][C:24]([CH3:27])([CH3:26])[CH3:25])[NH:10][C@H:9]2[C:28]([OH:30])=O)[CH:5]=[CH:6][CH:7]=1.CCN(C(C)C)C(C)C.[NH2:41][C:42]1[CH:51]=[CH:50][C:45]([C:46]([O:48][CH3:49])=[O:47])=[CH:44][C:43]=1[O:52][CH3:53]. Given the product [CH3:49][O:48][C:46](=[O:47])[C:45]1[CH:50]=[CH:51][C:42]([NH:41][C:28]([C@H:9]2[C@H:8]([C:4]3[CH:5]=[CH:6][CH:7]=[C:2]([Cl:1])[C:3]=3[F:31])[C@:12]([C:15]3[C:20]([F:21])=[CH:19][C:18]([Cl:22])=[CH:17][N:16]=3)([C:13]#[N:14])[C@H:11]([CH2:23][C:24]([CH3:27])([CH3:25])[CH3:26])[NH:10]2)=[O:30])=[C:43]([O:52][CH3:53])[CH:44]=1, predict the reactants needed to synthesize it. (2) Given the product [CH:1]1([C:5]2[C:14]([C:22]#[C:21][Si:18]([CH3:20])([CH3:19])[CH3:17])=[CH:13][C:8]([C:9]([O:11][CH3:12])=[O:10])=[C:7]([CH3:16])[CH:6]=2)[CH2:4][CH2:3][CH2:2]1, predict the reactants needed to synthesize it. The reactants are: [CH:1]1([C:5]2[C:14](I)=[CH:13][C:8]([C:9]([O:11][CH3:12])=[O:10])=[C:7]([CH3:16])[CH:6]=2)[CH2:4][CH2:3][CH2:2]1.[CH3:17][Si:18]([C:21]#[CH:22])([CH3:20])[CH3:19]. (3) Given the product [CH2:1]([CH:8]1[CH2:9][CH2:10][N:11]([C:14](=[O:18])[C:15]([NH:24][C:23]2[CH:25]=[CH:26][C:20]([Br:19])=[CH:21][CH:22]=2)=[O:17])[CH2:12][CH2:13]1)[C:2]1[CH:3]=[CH:4][CH:5]=[CH:6][CH:7]=1, predict the reactants needed to synthesize it. The reactants are: [CH2:1]([CH:8]1[CH2:13][CH2:12][N:11]([C:14](=[O:18])[C:15]([OH:17])=O)[CH2:10][CH2:9]1)[C:2]1[CH:7]=[CH:6][CH:5]=[CH:4][CH:3]=1.[Br:19][C:20]1[CH:26]=[CH:25][C:23]([NH2:24])=[CH:22][CH:21]=1. (4) Given the product [N:22]1([C:25]([O:18][CH2:17][C@@H:9]([N:8]([C:6]([O:5][C:1]([CH3:2])([CH3:3])[CH3:4])=[O:7])[CH3:19])[CH2:10][CH2:11][CH2:12][C:13]([O:15][CH3:16])=[O:14])=[O:26])[CH:21]=[CH:20][N:24]=[CH:23]1, predict the reactants needed to synthesize it. The reactants are: [C:1]([O:5][C:6]([N:8]([CH3:19])[C@H:9]([CH2:17][OH:18])[CH2:10][CH2:11][CH2:12][C:13]([O:15][CH3:16])=[O:14])=[O:7])([CH3:4])([CH3:3])[CH3:2].[CH:20]1[N:24]=[CH:23][N:22]([C:25](N2C=NC=C2)=[O:26])[CH:21]=1. (5) Given the product [C:1](=[O:2])([O-:4])[OH:3].[Ca+2:5].[C:6](=[O:7])([O-:9])[OH:8].[C:1](=[O:3])=[O:2], predict the reactants needed to synthesize it. The reactants are: [C:1](=[O:4])([O-:3])[OH:2].[Ca+2:5].[C:6](=[O:9])([O-:8])[OH:7]. (6) Given the product [F:12][C:13]1([F:20])[CH2:18][CH2:17][C:16]([C:2]2[CH:3]=[N:4][NH:5][CH:6]=2)([OH:19])[CH2:15][CH2:14]1, predict the reactants needed to synthesize it. The reactants are: I[C:2]1[CH:3]=[N:4][NH:5][CH:6]=1.C([Li])CCC.[F:12][C:13]1([F:20])[CH2:18][CH2:17][C:16](=[O:19])[CH2:15][CH2:14]1.